This data is from Forward reaction prediction with 1.9M reactions from USPTO patents (1976-2016). The task is: Predict the product of the given reaction. (1) The product is: [C:44]([O:43][C:41]([N:2]([CH2:3][C:4]1[C:12]2[C:7](=[CH:8][C:9]([C:13]([O:15][CH3:16])=[O:14])=[CH:10][CH:11]=2)[N:6]([S:17]([C:20]2[CH:21]=[N:22][CH:23]=[CH:24][CH:25]=2)(=[O:19])=[O:18])[CH:5]=1)[CH3:1])=[O:42])([CH3:45])([CH3:46])[CH3:47]. Given the reactants [CH3:1][NH:2][CH2:3][C:4]1[C:12]2[C:7](=[CH:8][C:9]([C:13]([O:15][CH3:16])=[O:14])=[CH:10][CH:11]=2)[N:6]([S:17]([C:20]2[CH:21]=[N:22][CH:23]=[CH:24][CH:25]=2)(=[O:19])=[O:18])[CH:5]=1.C(N(CC)CC)C.[C:41](O[C:41]([O:43][C:44]([CH3:47])([CH3:46])[CH3:45])=[O:42])([O:43][C:44]([CH3:47])([CH3:46])[CH3:45])=[O:42].O, predict the reaction product. (2) Given the reactants O[CH2:2][C@H:3]1[CH2:7][O:6][C:5](=[O:8])[N:4]1[CH2:9][CH2:10][CH2:11][CH2:12][CH2:13][CH2:14][C:15]#[N:16].CC(OI1(OC(C)=O)(OC(C)=O)OC(=O)C2C=CC=CC1=2)=O.[H-].[Na+].[F:41][C:42]([F:58])([C:52]1[CH:57]=[CH:56][CH:55]=[CH:54][CH:53]=1)[C:43](=[O:51])[CH2:44]P(=O)(OC)OC, predict the reaction product. The product is: [F:41][C:42]([F:58])([C:52]1[CH:57]=[CH:56][CH:55]=[CH:54][CH:53]=1)[C:43](=[O:51])/[CH:44]=[CH:2]/[C@H:3]1[CH2:7][O:6][C:5](=[O:8])[N:4]1[CH2:9][CH2:10][CH2:11][CH2:12][CH2:13][CH2:14][C:15]#[N:16]. (3) Given the reactants [N+:1]([C:4]1[C:5]([C:9]([OH:11])=[O:10])=[N:6][NH:7][CH:8]=1)([O-:3])=[O:2].[CH3:12]O.S(Cl)(Cl)=O, predict the reaction product. The product is: [CH3:12][O:10][C:9]([C:5]1[C:4]([N+:1]([O-:3])=[O:2])=[CH:8][NH:7][N:6]=1)=[O:11]. (4) The product is: [Cl:28][C:29]1[CH:34]=[C:33]([O:35][CH3:36])[CH:32]=[CH:31][C:30]=1[C:37]1[N:38]=[C:39]([CH2:64][CH3:65])[C:40]([NH:45][C@H:46]2[C@@H:50]([O:51][CH2:52][CH3:53])[CH2:49][NH:48][CH2:47]2)=[N:41][C:42]=1[CH2:43][CH3:44]. Given the reactants ClC1C=C(Cl)C=CC=1C1N=C(CC)C(N[C@H]2[C@@H](OCC)CNC2)=NC=1CC.[Cl:28][C:29]1[CH:34]=[C:33]([O:35][CH3:36])[CH:32]=[CH:31][C:30]=1[C:37]1[N:38]=[C:39]([CH2:64][CH3:65])[C:40]([NH:45][C@H:46]2[C@@H:50]([O:51][CH2:52][CH3:53])[CH2:49][N:48](C(OCC3C=CC=CC=3)=O)[CH2:47]2)=[N:41][C:42]=1[CH2:43][CH3:44], predict the reaction product. (5) Given the reactants [OH-].[Na+].[Cl:3][C:4]1[CH:5]=[C:6]([C:14]2[O:18][N:17]=[C:16]([C:19]3[CH:20]=[C:21]([F:35])[CH:22]=[C:23]4[C:27]=3[NH:26][CH:25]=[C:24]4[CH2:28][CH2:29][C:30]([O:32]CC)=[O:31])[N:15]=2)[CH:7]=[N:8][C:9]=1[O:10][CH:11]([CH3:13])[CH3:12].Cl, predict the reaction product. The product is: [Cl:3][C:4]1[CH:5]=[C:6]([C:14]2[O:18][N:17]=[C:16]([C:19]3[CH:20]=[C:21]([F:35])[CH:22]=[C:23]4[C:27]=3[NH:26][CH:25]=[C:24]4[CH2:28][CH2:29][C:30]([OH:32])=[O:31])[N:15]=2)[CH:7]=[N:8][C:9]=1[O:10][CH:11]([CH3:13])[CH3:12]. (6) The product is: [C:1]([O:5][C:6]([NH:8][C:9]([C:18]1[O:22][C:21]([C:23]2[CH:24]=[C:25]([C:37]([OH:39])=[O:38])[CH:26]=[C:27]([C:29]3[CH:34]=[CH:33][CH:32]=[CH:31][C:30]=3[C:35]#[N:36])[CH:28]=2)=[N:20][N:19]=1)([CH3:17])[CH2:10][C:11]1[CH:12]=[CH:13][CH:14]=[CH:15][CH:16]=1)=[O:7])([CH3:2])([CH3:3])[CH3:4]. Given the reactants [C:1]([O:5][C:6]([NH:8][C@:9]([C:18]1[O:22][C:21]([C:23]2[CH:24]=[C:25]([C:37]([O:39]C)=[O:38])[CH:26]=[C:27]([C:29]3[CH:34]=[CH:33][CH:32]=[CH:31][C:30]=3[C:35]#[N:36])[CH:28]=2)=[N:20][N:19]=1)([CH3:17])[CH2:10][C:11]1[CH:16]=[CH:15][CH:14]=[CH:13][CH:12]=1)=[O:7])([CH3:4])([CH3:3])[CH3:2].[OH-].[Na+].O.Cl, predict the reaction product. (7) Given the reactants [Cl:1][C:2]1[CH:8]=[C:7]([I:9])[CH:6]=[CH:5][C:3]=1[NH2:4].[C:10](=O)(OC(Cl)(Cl)Cl)[O:11]C(Cl)(Cl)Cl, predict the reaction product. The product is: [Cl:1][C:2]1[CH:8]=[C:7]([I:9])[CH:6]=[CH:5][C:3]=1[N:4]=[C:10]=[O:11].